From a dataset of Full USPTO retrosynthesis dataset with 1.9M reactions from patents (1976-2016). Predict the reactants needed to synthesize the given product. (1) Given the product [CH2:1]([O:8][CH2:9][CH2:10][O:24][CH2:15][CH2:14][C:13]([O:17][CH2:18][CH3:19])=[O:16])[C:2]1[CH:7]=[CH:6][CH:5]=[CH:4][CH:3]=1, predict the reactants needed to synthesize it. The reactants are: [CH2:1]([O:8][CH:9](O)[CH3:10])[C:2]1[CH:7]=[CH:6][CH:5]=[CH:4][CH:3]=1.[Na].[C:13]([O:17][CH2:18][CH3:19])(=[O:16])[CH:14]=[CH2:15].Cl.C1C[O:24]CC1. (2) Given the product [Cl:27][C:25]1[CH:24]=[CH:23][C:20]2[S:21][CH:22]=[C:18]([CH2:17][N:6]3[C:7]4[CH:12]=[CH:11][CH:10]=[CH:9][C:8]=4[N:4]([C:1]([CH3:3])=[CH2:2])[C:5]3=[O:13])[C:19]=2[CH:26]=1, predict the reactants needed to synthesize it. The reactants are: [C:1]([N:4]1[C:8]2[CH:9]=[CH:10][CH:11]=[CH:12][C:7]=2[NH:6][C:5]1=[O:13])([CH3:3])=[CH2:2].[H-].[Na+].Br[CH2:17][C:18]1[C:19]2[CH:26]=[C:25]([Cl:27])[CH:24]=[CH:23][C:20]=2[S:21][CH:22]=1.O. (3) Given the product [CH2:1]([O:3][C:4](=[O:24])[C:5]([OH:23])([C:19]([F:21])([F:22])[F:20])[CH2:6][C:7]([C:10]1[C:18]2[O:17][CH2:16][CH2:15][C:14]=2[CH:13]=[C:12]([Br:25])[CH:11]=1)([CH3:9])[CH3:8])[CH3:2], predict the reactants needed to synthesize it. The reactants are: [CH2:1]([O:3][C:4](=[O:24])[C:5]([OH:23])([C:19]([F:22])([F:21])[F:20])[CH2:6][C:7]([C:10]1[C:18]2[O:17][CH2:16][CH2:15][C:14]=2[CH:13]=[CH:12][CH:11]=1)([CH3:9])[CH3:8])[CH3:2].[Br:25]Br.